The task is: Predict which catalyst facilitates the given reaction.. This data is from Catalyst prediction with 721,799 reactions and 888 catalyst types from USPTO. (1) Reactant: COC[O:4][CH2:5][CH:6]1[CH:11]([N:12]2[C:20](=[O:21])[C:19]3[C:14](=[CH:15][CH:16]=[CH:17][CH:18]=3)[C:13]2=[O:22])[CH2:10][CH:9]2[CH2:23][CH:7]1[C:8]2([CH3:25])[CH3:24]. Product: [OH:4][CH2:5][CH:6]1[CH:11]([N:12]2[C:13](=[O:22])[C:14]3[C:19](=[CH:18][CH:17]=[CH:16][CH:15]=3)[C:20]2=[O:21])[CH2:10][CH:9]2[CH2:23][CH:7]1[C:8]2([CH3:25])[CH3:24]. The catalyst class is: 209. (2) Reactant: [OH:1][C:2]1[C:3]2[N:4]([C:9]([C:13]([O:15][CH2:16][CH3:17])=[O:14])=[C:10]([CH3:12])[N:11]=2)[CH:5]=[C:6]([CH3:8])[CH:7]=1.[F:18][C:19]1[CH:24]=[CH:23][CH:22]=[C:21]([F:25])[C:20]=1[CH:26](O)[CH3:27].N(C(OC(C)C)=O)=NC(OC(C)C)=O.C1(P(C2C=CC=CC=2)C2C=CC=CC=2)C=CC=CC=1. Product: [F:18][C:19]1[CH:24]=[CH:23][CH:22]=[C:21]([F:25])[C:20]=1[CH:26]([O:1][C:2]1[C:3]2[N:4]([C:9]([C:13]([O:15][CH2:16][CH3:17])=[O:14])=[C:10]([CH3:12])[N:11]=2)[CH:5]=[C:6]([CH3:8])[CH:7]=1)[CH3:27]. The catalyst class is: 1. (3) Reactant: [O:1]1[CH2:6][CH2:5][CH2:4][CH2:3][CH:2]1[N:7]1[CH:11]=[C:10]([C:12]2[CH:17]=[CH:16][N:15]=[C:14]3[NH:18][CH:19]=[CH:20][C:13]=23)[C:9]([C:21](OCC)=[O:22])=[N:8]1. The catalyst class is: 1. Product: [O:1]1[CH2:6][CH2:5][CH2:4][CH2:3][CH:2]1[N:7]1[CH:11]=[C:10]([C:12]2[CH:17]=[CH:16][N:15]=[C:14]3[NH:18][CH:19]=[CH:20][C:13]=23)[C:9]([CH2:21][OH:22])=[N:8]1. (4) Reactant: Cl[CH2:2][C:3]1[N:4]=[CH:5][N:6]([C:8]2[CH:13]=[CH:12][C:11]([I:14])=[CH:10][CH:9]=2)[CH:7]=1.[N-:15]=[N+:16]=[N-:17].[Na+].O.CCOC(C)=O. Product: [N:15]([CH2:2][C:3]1[N:4]=[CH:5][N:6]([C:8]2[CH:13]=[CH:12][C:11]([I:14])=[CH:10][CH:9]=2)[CH:7]=1)=[N+:16]=[N-:17]. The catalyst class is: 3.